The task is: Predict the reaction yield, written as a fraction of the theoretical maximum amount of product (1.0 means a 100% yield; for example, 0.34 means a 34% yield).. This data is from Reaction yield outcomes from USPTO patents with 853,638 reactions. (1) The reactants are Cl.[S:2]1[C:6]2[CH:7]=[CH:8][CH:9]=[CH:10][C:5]=2[C:4]([N:11]2[CH2:16][CH2:15][N:14]([CH2:17][CH2:18][C:19]3[CH:24]=[CH:23][C:22]([NH2:25])=[C:21]([CH3:26])[CH:20]=3)[CH2:13][CH2:12]2)=[N:3]1.[C:27](Cl)(=[O:30])[CH:28]=[CH2:29]. No catalyst specified. The product is [S:2]1[C:6]2[CH:7]=[CH:8][CH:9]=[CH:10][C:5]=2[C:4]([N:11]2[CH2:12][CH2:13][N:14]([CH2:17][CH2:18][C:19]3[CH:24]=[CH:23][C:22]([NH:25][C:27](=[O:30])[CH:28]=[CH2:29])=[C:21]([CH3:26])[CH:20]=3)[CH2:15][CH2:16]2)=[N:3]1. The yield is 0.740. (2) The reactants are [C:1]([O:5][C:6]([N:8]1[CH2:12][C@H:11]([O:13][C:14]2[CH:19]=[CH:18][CH:17]=[C:16]([O:20][CH3:21])[CH:15]=2)[CH2:10][C@@H:9]1[C@@H:22]([OH:36])[C@@H:23]([N+:33]([O-])=O)[CH2:24][C:25]1[CH:30]=[C:29]([F:31])[CH:28]=[C:27]([F:32])[CH:26]=1)=[O:7])([CH3:4])([CH3:3])[CH3:2].[BH4-].[Na+].O. The catalyst is CO. The product is [C:1]([O:5][C:6]([N:8]1[CH2:12][C@H:11]([O:13][C:14]2[CH:19]=[CH:18][CH:17]=[C:16]([O:20][CH3:21])[CH:15]=2)[CH2:10][C@@H:9]1[C@@H:22]([OH:36])[C@@H:23]([NH2:33])[CH2:24][C:25]1[CH:30]=[C:29]([F:31])[CH:28]=[C:27]([F:32])[CH:26]=1)=[O:7])([CH3:4])([CH3:2])[CH3:3]. The yield is 0.940.